Task: Predict which catalyst facilitates the given reaction.. Dataset: Catalyst prediction with 721,799 reactions and 888 catalyst types from USPTO (1) Reactant: C(N(CC)CC)C.[CH3:8][O:9][C:10]1[CH:11]=[C:12]([CH:14]=[CH:15][CH:16]=1)[NH2:13].[C:17]1([O:23][C:24](Cl)=[S:25])[CH:22]=[CH:21][CH:20]=[CH:19][CH:18]=1. Product: [CH3:8][O:9][C:10]1[CH:11]=[C:12]([NH:13][C:24](=[S:25])[O:23][C:17]2[CH:22]=[CH:21][CH:20]=[CH:19][CH:18]=2)[CH:14]=[CH:15][CH:16]=1. The catalyst class is: 4. (2) Reactant: [NH2:1][C:2]1[CH:10]=[CH:9][C:8]([CH2:11][NH:12][S:13]([CH3:16])(=[O:15])=[O:14])=[CH:7][C:3]=1[C:4]([NH2:6])=[O:5].[OH:17][C:18]1[C:25]([CH3:26])=[CH:24][C:21]([CH:22]=O)=[CH:20][C:19]=1[CH3:27]. Product: [OH:17][C:18]1[C:25]([CH3:26])=[CH:24][C:21]([C:22]2[NH:6][C:4](=[O:5])[C:3]3[C:2](=[CH:10][CH:9]=[C:8]([CH2:11][NH:12][S:13]([CH3:16])(=[O:15])=[O:14])[CH:7]=3)[N:1]=2)=[CH:20][C:19]=1[CH3:27]. The catalyst class is: 14. (3) Reactant: [CH2:1]([O:8][C:9]([NH:11][C@H:12]([C:35]([O:37][CH3:38])=[O:36])[CH:13]([C:25]1[C:34]2[C:29](=[CH:30][CH:31]=[CH:32][CH:33]=2)[CH:28]=[CH:27][CH:26]=1)[S:14][CH2:15][CH2:16][NH:17]C(OC(C)(C)C)=O)=[O:10])[C:2]1[CH:7]=[CH:6][CH:5]=[CH:4][CH:3]=1.[ClH:39]. Product: [ClH:39].[NH2:17][CH2:16][CH2:15][S:14][CH:13]([C:25]1[C:34]2[C:29](=[CH:30][CH:31]=[CH:32][CH:33]=2)[CH:28]=[CH:27][CH:26]=1)[C@@H:12]([C:35]([O:37][CH3:38])=[O:36])[NH:11][C:9]([O:8][CH2:1][C:2]1[CH:7]=[CH:6][CH:5]=[CH:4][CH:3]=1)=[O:10]. The catalyst class is: 25. (4) Reactant: [F:1][C:2]1[CH:10]=[CH:9][CH:8]=[C:7]([I:11])[C:3]=1[C:4]([OH:6])=[O:5].O[Li].O.S(OC)(O[CH3:19])(=O)=O.[NH4+].[Cl-]. Product: [CH3:19][O:5][C:4](=[O:6])[C:3]1[C:7]([I:11])=[CH:8][CH:9]=[CH:10][C:2]=1[F:1]. The catalyst class is: 1. (5) Reactant: [OH:1][C:2]([C:5]1[N:9]2[CH2:10][CH2:11][N:12](C(OC(C)(C)C)=O)[CH2:13][C:8]2=[N:7][N:6]=1)([CH3:4])[CH3:3].[ClH:21].C(OCC)C.O1CCOCC1. Product: [ClH:21].[ClH:21].[N:7]1[N:6]=[C:5]([C:2]([OH:1])([CH3:3])[CH3:4])[N:9]2[CH2:10][CH2:11][NH:12][CH2:13][C:8]=12. The catalyst class is: 2. (6) Reactant: O.O.[C:3]([OH:34])(=[O:33])[CH2:4][CH2:5][C@H:6]([NH:10][C:11]([C:13]1[CH:32]=[CH:31][C:16]([NH:17][CH2:18][C:19]2[N:30]=[C:29]3[C:22]([N:23]=[C:24]([NH:26][C:27]3=[O:28])[NH2:25])=[N:21][CH:20]=2)=[CH:15][CH:14]=1)=[O:12])[C:7]([OH:9])=[O:8]. Product: [C:3]([OH:34])(=[O:33])[CH2:4][CH2:5][C@H:6]([NH:10][C:11]([C:13]1[CH:14]=[CH:15][C:16]([NH:17][CH2:18][C:19]2[N:30]=[C:29]3[C:22]([N:23]=[C:24]([NH:26][C:27]3=[O:28])[NH2:25])=[N:21][CH:20]=2)=[CH:31][CH:32]=1)=[O:12])[C:7]([OH:9])=[O:8]. The catalyst class is: 6. (7) Reactant: Cl[N:2]1[CH:7]=[C:6]([N+:8]([O-:10])=[O:9])[CH:5]=[C:4]([N+:11]([O-:13])=[O:12])[CH2:3]1.[OH:14][CH2:15][C:16](=[O:18])[CH3:17].C(=O)([O-])[O-].[K+].[K+]. Product: [N+:11]([C:4]1[C:3]([O:14][CH2:15][C:16](=[O:18])[CH3:17])=[N:2][CH:7]=[C:6]([N+:8]([O-:10])=[O:9])[CH:5]=1)([O-:13])=[O:12]. The catalyst class is: 31. (8) Reactant: Cl[C:2]1[N:7]=[C:6]([NH:8][C:9]([C:11]2([C:14]3[CH:15]=[CH:16][C:17]4[O:21][CH2:20][CH2:19][C:18]=4[CH:22]=3)[CH2:13][CH2:12]2)=[O:10])[CH:5]=[CH:4][C:3]=1[CH3:23].[CH3:24][O:25][C:26]1[C:31](B(O)O)=[CH:30][CH:29]=[CH:28][N:27]=1.C(=O)([O-])[O-].[Na+].[Na+]. Product: [O:21]1[C:17]2[CH:16]=[CH:15][C:14]([C:11]3([C:9]([NH:8][C:6]4[N:7]=[C:2]([C:31]5[C:26]([O:25][CH3:24])=[N:27][CH:28]=[CH:29][CH:30]=5)[C:3]([CH3:23])=[CH:4][CH:5]=4)=[O:10])[CH2:13][CH2:12]3)=[CH:22][C:18]=2[CH2:19][CH2:20]1. The catalyst class is: 853.